The task is: Predict the reactants needed to synthesize the given product.. This data is from Full USPTO retrosynthesis dataset with 1.9M reactions from patents (1976-2016). (1) Given the product [CH2:32]([N:34]([CH2:38][CH3:39])[CH2:35][CH2:36][N:8]1[C:6]2=[N:7][C:2]([C:41]3[CH:42]=[N:64][CH:44]=[CH:45][CH:40]=3)=[N:3][C:4]([NH:11][C:12]3[CH:13]=[C:14]([CH:28]=[CH:29][C:30]=3[CH3:31])[C:15]([NH:17][C:18]3[CH:23]=[CH:22][CH:21]=[C:20]([C:24]([F:26])([F:27])[F:25])[CH:19]=3)=[O:16])=[C:5]2[CH:10]=[N:9]1)[CH3:33], predict the reactants needed to synthesize it. The reactants are: Cl[C:2]1[N:7]=[C:6]2[NH:8][N:9]=[CH:10][C:5]2=[C:4]([NH:11][C:12]2[CH:13]=[C:14]([CH:28]=[CH:29][C:30]=2[CH3:31])[C:15]([NH:17][C:18]2[CH:23]=[CH:22][CH:21]=[C:20]([C:24]([F:27])([F:26])[F:25])[CH:19]=2)=[O:16])[N:3]=1.[CH2:32]([N:34]([CH2:38][CH3:39])[CH2:35][CH2:36]O)[CH3:33].[C:40]1(P([C:40]2[CH:45]=[CH:44]C=[CH:42][CH:41]=2)[C:40]2[CH:45]=[CH:44]C=[CH:42][CH:41]=2)[CH:45]=[CH:44]C=[CH:42][CH:41]=1.CCOC(/[N:64]=N/C(OCC)=O)=O. (2) Given the product [NH2:20][C@@H:19]([CH2:18][S:17][CH2:16][C@H:15]([O:14][C:1](=[O:13])[CH2:2][CH2:3][CH2:4][CH2:5][CH2:6][CH2:7][CH2:8][CH2:9][CH2:10][CH2:11][CH3:12])[CH2:41][O:42][C:43](=[O:55])[CH2:44][CH2:45][CH2:46][CH2:47][CH2:48][CH2:49][CH2:50][CH2:51][CH2:52][CH2:53][CH3:54])[C:38](=[O:40])[NH:57][CH2:58][CH2:59][O:60][CH2:61][CH2:62][C:63]([P:66](=[O:67])([OH:73])[OH:70])([F:64])[F:65], predict the reactants needed to synthesize it. The reactants are: [C:1]([O:14][C@H:15]([CH2:41][O:42][C:43](=[O:55])[CH2:44][CH2:45][CH2:46][CH2:47][CH2:48][CH2:49][CH2:50][CH2:51][CH2:52][CH2:53][CH3:54])[CH2:16][S:17][CH2:18][C@@H:19]([C:38]([OH:40])=O)[NH:20]C(=O)OCC1C2C=CC=CC=2C2C1=CC=CC=2)(=[O:13])[CH2:2][CH2:3][CH2:4][CH2:5][CH2:6][CH2:7][CH2:8][CH2:9][CH2:10][CH2:11][CH3:12].Cl.[NH2:57][CH2:58][CH2:59][O:60][CH2:61][CH2:62][C:63]([P:66](=[O:73])([O:70]CC)[O:67]CC)([F:65])[F:64].